Dataset: Full USPTO retrosynthesis dataset with 1.9M reactions from patents (1976-2016). Task: Predict the reactants needed to synthesize the given product. (1) Given the product [CH2:1]([N:8]1[C:9](=[O:32])[CH:10]2[CH:15]([NH:14][CH2:13][CH2:12][NH:11]2)[C:16]1=[O:17])[C:2]1[CH:3]=[CH:4][CH:5]=[CH:6][CH:7]=1, predict the reactants needed to synthesize it. The reactants are: [CH2:1]([N:8]1[C:16](=[O:17])[CH:15]2[CH:10]([N:11](C(OC(C)(C)C)=O)[CH2:12][CH2:13][N:14]2C(OC(C)(C)C)=O)[C:9]1=[O:32])[C:2]1[CH:7]=[CH:6][CH:5]=[CH:4][CH:3]=1.Cl.[OH-].[Na+]. (2) The reactants are: [O:1]1[C:6]2[CH:7]=[CH:8][CH:9]=[CH:10][C:5]=2[O:4][CH2:3][C@@H:2]1[C:11]1[CH:24]=[CH:23][C:14]([CH2:15][N:16]2[CH2:21][CH2:20][CH:19]([NH2:22])[CH2:18][CH2:17]2)=[CH:13][CH:12]=1.[Cl:25][CH2:26][CH2:27][CH2:28][S:29](Cl)(=[O:31])=[O:30].N1C=CC=CC=1. Given the product [O:1]1[C:6]2[CH:7]=[CH:8][CH:9]=[CH:10][C:5]=2[O:4][CH2:3][C@@H:2]1[C:11]1[CH:12]=[CH:13][C:14]([CH2:15][N:16]2[CH2:17][CH2:18][CH:19]([NH:22][S:29]([CH2:28][CH2:27][CH2:26][Cl:25])(=[O:31])=[O:30])[CH2:20][CH2:21]2)=[CH:23][CH:24]=1, predict the reactants needed to synthesize it. (3) Given the product [CH3:1][O:2][C:3]1[C:4]([CH2:16][O:17][C:18]2[CH:23]=[CH:22][C:21]([C:24]3[CH:28]=[CH:27][N:26]([CH2:37][CH:38]([CH3:40])[CH3:39])[N:25]=3)=[CH:20][C:19]=2[CH3:29])=[C:5]([N:9]2[C:13](=[O:14])[N:12]([CH3:15])[N:11]=[N:10]2)[CH:6]=[CH:7][CH:8]=1, predict the reactants needed to synthesize it. The reactants are: [CH3:1][O:2][C:3]1[C:4]([CH2:16][O:17][C:18]2[CH:23]=[CH:22][C:21]([C:24]3[CH:28]=[CH:27][NH:26][N:25]=3)=[CH:20][C:19]=2[CH3:29])=[C:5]([N:9]2[C:13](=[O:14])[N:12]([CH3:15])[N:11]=[N:10]2)[CH:6]=[CH:7][CH:8]=1.CN(C)C=O.[H-].[Na+].[CH2:37](Br)[CH:38]([CH3:40])[CH3:39]. (4) Given the product [Br:1][C:2]1[N:7]=[C:6]2[N:8]([CH2:14][C:15]3[CH:20]=[CH:19][CH:18]=[C:17]([F:21])[CH:16]=3)[CH:9]=[C:10]([C:11]#[N:12])[C:5]2=[CH:4][CH:3]=1, predict the reactants needed to synthesize it. The reactants are: [Br:1][C:2]1[N:7]=[C:6]2[NH:8][CH:9]=[C:10]([C:11]#[N:12])[C:5]2=[CH:4][CH:3]=1.Br[CH2:14][C:15]1[CH:20]=[CH:19][CH:18]=[C:17]([F:21])[CH:16]=1. (5) The reactants are: [CH2:1]([O:8][C:9](=[O:34])[NH:10][CH2:11][CH:12]1[CH2:17][CH2:16][CH2:15][CH:14]([NH:18][C:19]([C:21]2[C:22]([C:27]3[CH:28]=[N:29][CH:30]=[CH:31][C:32]=3Cl)=[N:23][O:24][C:25]=2[CH3:26])=[O:20])[CH2:13]1)[C:2]1[CH:7]=[CH:6][CH:5]=[CH:4][CH:3]=1.C[Si]([N-][Si](C)(C)C)(C)C.[K+]. Given the product [CH2:1]([O:8][C:9](=[O:34])[NH:10][CH2:11][CH:12]1[CH2:17][CH2:16][CH2:15][CH:14]([N:18]2[C:32]3[C:27](=[CH:28][N:29]=[CH:30][CH:31]=3)[C:22]3=[N:23][O:24][C:25]([CH3:26])=[C:21]3[C:19]2=[O:20])[CH2:13]1)[C:2]1[CH:7]=[CH:6][CH:5]=[CH:4][CH:3]=1, predict the reactants needed to synthesize it. (6) Given the product [CH2:15]([O:14][C:12]([NH:1][C:2]1([C:8]([OH:10])=[O:9])[CH2:7][CH2:6][CH2:5][CH2:4][CH2:3]1)=[O:13])[C:16]1[CH:21]=[CH:20][CH:19]=[CH:18][CH:17]=1, predict the reactants needed to synthesize it. The reactants are: [NH2:1][C:2]1([C:8]([OH:10])=[O:9])[CH2:7][CH2:6][CH2:5][CH2:4][CH2:3]1.Cl[C:12]([O:14][CH2:15][C:16]1[CH:21]=[CH:20][CH:19]=[CH:18][CH:17]=1)=[O:13]. (7) The reactants are: [C:1]([O:5][C:6](=[O:32])[NH:7][CH2:8][C:9]1[CH:14]=[CH:13][C:12]([C:15]2[N:19]([C:20]3[CH:25]=[CH:24][C:23]([O:26][CH3:27])=[CH:22][CH:21]=3)[N:18]=[C:17]([C:28](O)([CH3:30])[CH3:29])[CH:16]=2)=[CH:11][CH:10]=1)([CH3:4])([CH3:3])[CH3:2].CS(Cl)(=O)=O. Given the product [C:28]([C:17]1[CH:16]=[C:15]([C:12]2[CH:11]=[CH:10][C:9]([CH2:8][NH:7][C:6](=[O:32])[O:5][C:1]([CH3:4])([CH3:3])[CH3:2])=[CH:14][CH:13]=2)[N:19]([C:20]2[CH:25]=[CH:24][C:23]([O:26][CH3:27])=[CH:22][CH:21]=2)[N:18]=1)([CH3:30])=[CH2:29], predict the reactants needed to synthesize it. (8) Given the product [C:1]([O:5][C:6]([C:8]1[NH:9][C:10]([I:17])=[C:11]([CH3:16])[C:12]=1[CH2:13][CH:14]=[O:15])=[O:7])([CH3:4])([CH3:3])[CH3:2], predict the reactants needed to synthesize it. The reactants are: [C:1]([O:5][C:6]([C:8]1[NH:9][C:10]([I:17])=[C:11]([CH3:16])[C:12]=1[CH2:13][CH2:14][OH:15])=[O:7])([CH3:4])([CH3:3])[CH3:2].I(C1C=CC=CC=1C(O)=O)(=O)=O.